From a dataset of Full USPTO retrosynthesis dataset with 1.9M reactions from patents (1976-2016). Predict the reactants needed to synthesize the given product. (1) Given the product [Br-:8].[CH3:1][N:2]1[CH:6]=[CH:5][N+:4]([CH2:9][CH2:10][CH2:11][P+:12]([C:25]2[CH:30]=[CH:29][CH:28]=[CH:27][CH:26]=2)([C:13]2[CH:14]=[CH:15][CH:16]=[CH:17][CH:18]=2)[C:19]2[CH:24]=[CH:23][CH:22]=[CH:21][CH:20]=2)=[CH:3]1.[Br-:7], predict the reactants needed to synthesize it. The reactants are: [CH3:1][N:2]1[CH:6]=[CH:5][N:4]=[CH:3]1.[Br-:7].[Br:8][CH2:9][CH2:10][CH2:11][P+:12]([C:25]1[CH:30]=[CH:29][CH:28]=[CH:27][CH:26]=1)([C:19]1[CH:24]=[CH:23][CH:22]=[CH:21][CH:20]=1)[C:13]1[CH:18]=[CH:17][CH:16]=[CH:15][CH:14]=1. (2) Given the product [CH2:1]1[O:9][C:8]2[CH:7]=[CH:6][C:5](/[CH:10]=[C:11](/[C:16](=[O:27])[C:17]3[CH:22]=[CH:21][CH:20]=[C:19]([O:23][CH2:24][CH2:25][CH3:26])[CH:18]=3)\[C:12]([O:14][CH3:15])=[O:13])=[CH:4][C:3]=2[O:2]1, predict the reactants needed to synthesize it. The reactants are: [CH2:1]1[O:9][C:8]2[CH:7]=[CH:6][C:5]([CH:10]=[C:11]([C:16](=[O:27])[C:17]3[CH:22]=[CH:21][CH:20]=[C:19]([O:23][CH2:24][CH2:25][CH3:26])[CH:18]=3)[C:12]([O:14][CH3:15])=[O:13])=[CH:4][C:3]=2[O:2]1.COC(=O)CC(=O)C1C=CC=C(OCCC)C=1.C1OC2C=CC(C=O)=CC=2O1. (3) Given the product [C:39]1([C:42]2[CH:47]=[CH:46][CH:45]=[CH:44][CH:43]=2)[CH:40]=[CH:41][C:36]([CH2:35][CH2:34][CH:12]([OH:11])[CH:13]([CH2:14][CH2:15][NH:16][S:17]([C:20]2[CH:25]=[CH:24][C:23]([F:26])=[CH:22][CH:21]=2)(=[O:19])=[O:18])[C:27]([O:29][C:30]([CH3:31])([CH3:33])[CH3:32])=[O:28])=[CH:37][CH:38]=1, predict the reactants needed to synthesize it. The reactants are: [OH-].[Li+].C([O:11][CH:12]([CH2:34][CH2:35][C:36]1[CH:41]=[CH:40][C:39]([C:42]2[CH:47]=[CH:46][CH:45]=[CH:44][CH:43]=2)=[CH:38][CH:37]=1)[CH:13]([C:27]([O:29][C:30]([CH3:33])([CH3:32])[CH3:31])=[O:28])[CH2:14][CH2:15][NH:16][S:17]([C:20]1[CH:25]=[CH:24][C:23]([F:26])=[CH:22][CH:21]=1)(=[O:19])=[O:18])(=O)C1C=CC=CC=1.Cl.